Dataset: Reaction yield outcomes from USPTO patents with 853,638 reactions. Task: Predict the reaction yield, written as a fraction of the theoretical maximum amount of product (1.0 means a 100% yield; for example, 0.34 means a 34% yield). The yield is 0.400. The reactants are [NH2:1][C:2]1[C:6]([Cl:7])=[C:5]([CH3:8])[O:4][N:3]=1.[C:9]1([S:15](Cl)(=[O:17])=[O:16])[CH:14]=[CH:13][CH:12]=[CH:11][CH:10]=1. No catalyst specified. The product is [Cl:7][C:6]1[C:2]([NH:1][S:15]([C:9]2[CH:14]=[CH:13][CH:12]=[CH:11][CH:10]=2)(=[O:17])=[O:16])=[N:3][O:4][C:5]=1[CH3:8].[NH2:1][C:2]1[C:6]([Cl:7])=[C:5]([CH3:8])[O:4][N:3]=1.[C:9]1([S:15]([N:1]([C:2]2[C:6]([Cl:7])=[C:5]([CH3:8])[O:4][N:3]=2)[S:15]([C:9]2[CH:14]=[CH:13][CH:12]=[CH:11][CH:10]=2)(=[O:17])=[O:16])(=[O:17])=[O:16])[CH:14]=[CH:13][CH:12]=[CH:11][CH:10]=1.